This data is from Catalyst prediction with 721,799 reactions and 888 catalyst types from USPTO. The task is: Predict which catalyst facilitates the given reaction. (1) Reactant: [O:1]1[CH2:6][CH2:5][CH2:4][CH2:3][CH:2]1[N:7]1[C:11]2[CH:12]=[CH:13][C:14]([CH2:16]O)=[CH:15][C:10]=2[N:9]=[CH:8]1.C1(P([N:32]=[N+:33]=[N-:34])(C2C=CC=CC=2)=O)C=CC=CC=1.CCN(C(C)C)C(C)C. Product: [N:32]([CH2:16][C:14]1[CH:13]=[CH:12][C:11]2[N:7]([CH:2]3[CH2:3][CH2:4][CH2:5][CH2:6][O:1]3)[CH:8]=[N:9][C:10]=2[CH:15]=1)=[N+:33]=[N-:34]. The catalyst class is: 677. (2) Reactant: FC1C=CC(NC2[O:10]C(C3C=CC(C#N)=CC=3)=CN=2)=CC=1.C(OP(C(C1C=CC(CBr)=CC=1Br)(F)F)(=O)OCC)C.[CH2:42]([O:44][P:45]([C:50]([C:53]1[CH:58]=[CH:57][C:56]([CH2:59][N:60]([C:68]2[O:69][C:70]([C:73]3[CH:78]=[CH:77][C:76]([C:79]#[N:80])=[CH:75][CH:74]=3)=[CH:71][N:72]=2)[C:61]2[CH:66]=[CH:65][C:64]([F:67])=[CH:63][CH:62]=2)=[CH:55][C:54]=1[Br:81])([F:52])[F:51])(=[O:49])[O:46][CH2:47][CH3:48])[CH3:43].C(=O)([O-])[O-].[K+].[K+].OO. Product: [CH2:42]([O:44][P:45]([C:50]([C:53]1[CH:58]=[CH:57][C:56]([CH2:59][N:60]([C:68]2[O:69][C:70]([C:73]3[CH:74]=[CH:75][C:76]([C:79]#[N:80])=[CH:77][CH:78]=3)=[CH:71][N:72]=2)[C:61]2[CH:62]=[CH:63][C:64]([F:67])=[CH:65][CH:66]=2)=[CH:55][C:54]=1[Br:81])([F:51])[F:52])(=[O:49])[O:46][CH2:47][CH3:48])[CH3:43].[CH2:42]([O:44][P:45]([C:50]([C:53]1[CH:58]=[CH:57][C:56]([CH2:59][N:60]([C:68]2[O:69][C:70]([C:73]3[CH:74]=[CH:75][C:76]([C:79](=[O:10])[NH2:80])=[CH:77][CH:78]=3)=[CH:71][N:72]=2)[C:61]2[CH:62]=[CH:63][C:64]([F:67])=[CH:65][CH:66]=2)=[CH:55][C:54]=1[Br:81])([F:51])[F:52])(=[O:49])[O:46][CH2:47][CH3:48])[CH3:43]. The catalyst class is: 148. (3) Reactant: [Cl:1][C:2]1[CH:3]=[C:4]([CH3:11])[C:5]([OH:10])=[C:6]([CH:9]=1)[CH:7]=O.C1(P([CH2:31][C:32]([O:34][C:35]([CH3:38])([CH3:37])[CH3:36])=[O:33])(C2C=CC=CC=2)C2C=CC=CC=2)C=CC=CC=1.C1CCN2C(=NCCC2)CC1. Product: [Cl:1][C:2]1[CH:3]=[C:4]([CH3:11])[C:5]([OH:10])=[C:6](/[CH:7]=[CH:31]/[C:32]([O:34][C:35]([CH3:38])([CH3:37])[CH3:36])=[O:33])[CH:9]=1. The catalyst class is: 1.